Dataset: Merck oncology drug combination screen with 23,052 pairs across 39 cell lines. Task: Regression. Given two drug SMILES strings and cell line genomic features, predict the synergy score measuring deviation from expected non-interaction effect. (1) Drug 1: Cn1nnc2c(C(N)=O)ncn2c1=O. Drug 2: NC(=O)c1cccc2cn(-c3ccc(C4CCCNC4)cc3)nc12. Cell line: OVCAR3. Synergy scores: synergy=18.5. (2) Drug 1: CCN(CC)CCNC(=O)c1c(C)[nH]c(C=C2C(=O)Nc3ccc(F)cc32)c1C. Cell line: MSTO. Drug 2: CCC1(O)C(=O)OCc2c1cc1n(c2=O)Cc2cc3c(CN(C)C)c(O)ccc3nc2-1. Synergy scores: synergy=-6.36. (3) Drug 1: NC(=O)c1cccc2cn(-c3ccc(C4CCCNC4)cc3)nc12. Drug 2: CC(C)CC(NC(=O)C(Cc1ccccc1)NC(=O)c1cnccn1)B(O)O. Cell line: DLD1. Synergy scores: synergy=12.6. (4) Drug 1: CCC1=CC2CN(C1)Cc1c([nH]c3ccccc13)C(C(=O)OC)(c1cc3c(cc1OC)N(C)C1C(O)(C(=O)OC)C(OC(C)=O)C4(CC)C=CCN5CCC31C54)C2. Drug 2: CCN(CC)CCNC(=O)c1c(C)[nH]c(C=C2C(=O)Nc3ccc(F)cc32)c1C. Cell line: A2780. Synergy scores: synergy=-4.03.